From a dataset of Reaction yield outcomes from USPTO patents with 853,638 reactions. Predict the reaction yield, written as a fraction of the theoretical maximum amount of product (1.0 means a 100% yield; for example, 0.34 means a 34% yield). The reactants are [NH:1]([C:5]1[C:14]2[C:9](=[C:10]([Cl:15])[CH:11]=[CH:12][CH:13]=2)[CH:8]=[CH:7][CH:6]=1)C(C)=O.[N+:16]([O-])([OH:18])=[O:17].[OH-].[Na+]. The catalyst is CC(O)=O.CCO. The product is [NH2:1][C:5]1[C:14]2[C:9](=[C:10]([Cl:15])[CH:11]=[CH:12][CH:13]=2)[C:8]([N+:16]([O-:18])=[O:17])=[CH:7][CH:6]=1. The yield is 0.320.